Regression. Given a peptide amino acid sequence and an MHC pseudo amino acid sequence, predict their binding affinity value. This is MHC class I binding data. From a dataset of Peptide-MHC class I binding affinity with 185,985 pairs from IEDB/IMGT. (1) The peptide sequence is RLATAIAGA. The MHC is HLA-A02:03 with pseudo-sequence HLA-A02:03. The binding affinity (normalized) is 0.774. (2) The peptide sequence is IVTDSQYAL. The MHC is HLA-B40:01 with pseudo-sequence HLA-B40:01. The binding affinity (normalized) is 0. (3) The peptide sequence is LWVTDNNRSF. The MHC is HLA-A02:06 with pseudo-sequence HLA-A02:06. The binding affinity (normalized) is 0. (4) The peptide sequence is EMFIIKYFK. The MHC is HLA-A03:01 with pseudo-sequence HLA-A03:01. The binding affinity (normalized) is 0.0847.